This data is from Full USPTO retrosynthesis dataset with 1.9M reactions from patents (1976-2016). The task is: Predict the reactants needed to synthesize the given product. (1) Given the product [Cl:9][C:10]1[CH:17]=[CH:16][C:13]([C:14]#[C:3][CH2:2][CH2:1][CH2:6][CH3:5])=[CH:12][CH:11]=1, predict the reactants needed to synthesize it. The reactants are: [C:1]1(C#C)[CH:6]=[CH:5]C=[CH:3][CH:2]=1.[Cl:9][C:10]1[CH:17]=[CH:16][C:13]([C:14]#N)=[CH:12][CH:11]=1.C(C1C=CC(C#CCCCC)=CC=1)#CCCCC. (2) Given the product [Cl:16][C:17]1[CH:18]=[CH:19][C:20]([C:23]2[C:32](=[O:33])[C:31]3[C:26](=[C:27]([O:35][CH3:36])[C:28]([O:6][S:3]([C:2]([F:15])([F:14])[F:1])(=[O:5])=[O:4])=[CH:29][CH:30]=3)[O:25][C:24]=2[CH:37]([CH3:39])[CH3:38])=[CH:21][CH:22]=1, predict the reactants needed to synthesize it. The reactants are: [F:1][C:2]([F:15])([F:14])[S:3]([O:6]S(C(F)(F)F)(=O)=O)(=[O:5])=[O:4].[Cl:16][C:17]1[CH:22]=[CH:21][C:20]([C:23]2[C:32](=[O:33])[C:31]3[C:26](=[C:27]([O:35][CH3:36])[C:28]([O-])=[CH:29][CH:30]=3)[O:25][C:24]=2[CH:37]([CH3:39])[CH3:38])=[CH:19][CH:18]=1.[Na+].ClC1C=CC(C2C(=O)C3C(=C(OC)C(O)=CC=3)OC=2C(C)C)=CC=1.[H-].[Na+].N1C=CC=CC=1. (3) Given the product [C:11]([NH:1][C:2]1[CH:10]=[CH:9][C:5]([C:6]([OH:8])=[O:7])=[CH:4][CH:3]=1)(=[O:14])[CH:12]=[CH2:13], predict the reactants needed to synthesize it. The reactants are: [NH2:1][C:2]1[CH:10]=[CH:9][C:5]([C:6]([OH:8])=[O:7])=[CH:4][CH:3]=1.[C:11](Cl)(=[O:14])[CH:12]=[CH2:13].O. (4) The reactants are: [CH3:1][NH:2][C:3]1[C:4]([NH:15][CH:16]2[CH2:21][CH2:20][CH2:19][N:18](C(OC(C)(C)C)=O)[CH2:17]2)=[N:5][C:6]([C:9]2[CH:14]=[CH:13][N:12]=[CH:11][CH:10]=2)=[CH:7][N:8]=1.[ClH:29]. Given the product [ClH:29].[CH3:1][NH:2][C:3]1[C:4]([NH:15][CH:16]2[CH2:21][CH2:20][CH2:19][NH:18][CH2:17]2)=[N:5][C:6]([C:9]2[CH:14]=[CH:13][N:12]=[CH:11][CH:10]=2)=[CH:7][N:8]=1, predict the reactants needed to synthesize it. (5) Given the product [CH3:18][N:17]([CH3:19])[CH2:16][CH2:15][N:13]([CH3:14])[C:11](=[O:12])[CH2:10][OH:9].[ClH:1], predict the reactants needed to synthesize it. The reactants are: [ClH:1].C([O:9][CH2:10][C:11]([N:13]([CH2:15][CH2:16][N:17]([CH3:19])[CH3:18])[CH3:14])=[O:12])C1C=CC=CC=1.[H][H]. (6) Given the product [NH2:17][CH2:16][CH2:15][C:11]1[CH:10]=[C:9]([OH:8])[CH:14]=[CH:13][CH:12]=1, predict the reactants needed to synthesize it. The reactants are: C([O:8][C:9]1[CH:10]=[C:11]([CH2:15][C:16]#[N:17])[CH:12]=[CH:13][CH:14]=1)C1C=CC=CC=1.O.[H][H]. (7) The reactants are: [NH3:1].C([O:5][CH2:6][C@@H:7]([NH:33][C:34]([O:36][CH2:37][C:38]1[CH:43]=[CH:42][CH:41]=[CH:40][CH:39]=1)=[O:35])[C:8]([N:10]1[CH2:14][CH2:13][CH2:12][C@H:11]1[C:15]([N:17]1[CH2:21][CH2:20][CH2:19][C@H:18]1[C:22]([NH:24][C@@H:25]([C@H:30]([OH:32])[CH3:31])[C:26]([O:28]C)=[O:27])=[O:23])=[O:16])=[O:9])(=O)C. Given the product [CH2:37]([O:36][C:34](=[O:35])[NH:33][C@H:7]([CH2:6][OH:5])[C:8]([N:10]1[CH2:14][CH2:13][CH2:12][C@H:11]1[C:15]([N:17]1[CH2:21][CH2:20][CH2:19][C@H:18]1[C:22](=[O:23])[NH:24][C@@H:25]([C@H:30]([OH:32])[CH3:31])[C:26]([O:28][NH2:1])=[O:27])=[O:16])=[O:9])[C:38]1[CH:43]=[CH:42][CH:41]=[CH:40][CH:39]=1, predict the reactants needed to synthesize it. (8) Given the product [ClH:26].[NH2:27][C:28]1([C:33]([O:35][CH3:36])=[O:34])[CH2:32][CH2:31][CH2:30][CH2:29][CH2:2]1, predict the reactants needed to synthesize it. The reactants are: F[C:2]1C=C([C@H]2N(CC(OCC)=O)C(=O)C3(CCCC3)NC2)C=C(F)C=1.[ClH:26].[NH2:27][C:28]1([C:33]([O:35][CH3:36])=[O:34])[CH2:32][CH2:31][CH2:30][CH2:29]1.NC1(C(O)=O)CCCCC1. (9) Given the product [O:7]=[C:2]1[CH2:3][CH2:4][CH2:5][CH2:6][N:1]1[C:15]([O:17][C:18]([CH3:21])([CH3:20])[CH3:19])=[O:16], predict the reactants needed to synthesize it. The reactants are: [NH:1]1[CH2:6][CH2:5][CH2:4][CH2:3][C:2]1=[O:7].C(N(CC)CC)C.[C:15](O[C:15]([O:17][C:18]([CH3:21])([CH3:20])[CH3:19])=[O:16])([O:17][C:18]([CH3:21])([CH3:20])[CH3:19])=[O:16]. (10) Given the product [CH3:11][O:12][C:13](=[O:25])[NH:14][C:15]1[CH:20]=[CH:19][C:18]([F:21])=[C:17]([CH:22]([C:10]2[C:4]3[C:5](=[N:6][CH:7]=[C:2]([Br:1])[CH:3]=3)[NH:8][CH:9]=2)[OH:23])[C:16]=1[F:24], predict the reactants needed to synthesize it. The reactants are: [Br:1][C:2]1[CH:3]=[C:4]2[CH:10]=[CH:9][NH:8][C:5]2=[N:6][CH:7]=1.[CH3:11][O:12][C:13](=[O:25])[NH:14][C:15]1[CH:20]=[CH:19][C:18]([F:21])=[C:17]([CH:22]=[O:23])[C:16]=1[F:24].CO.[OH-].[K+].